From a dataset of Forward reaction prediction with 1.9M reactions from USPTO patents (1976-2016). Predict the product of the given reaction. (1) Given the reactants [CH:1]1([C@H:7]([NH:12][C:13]([C:15]2[CH:20]=[CH:19][C:18]([F:21])=[CH:17][C:16]=2[NH:22][C:23]([NH:25][C:26]2[C:31]([CH3:32])=[CH:30][C:29](/[CH:33]=[CH:34]/[CH2:35][CH2:36][CH3:37])=[CH:28][C:27]=2[CH3:38])=[O:24])=[O:14])[C:8]([O:10][CH3:11])=[O:9])[CH2:6][CH2:5][CH2:4][CH2:3][CH2:2]1.[H][H], predict the reaction product. The product is: [CH:1]1([C@H:7]([NH:12][C:13]([C:15]2[CH:20]=[CH:19][C:18]([F:21])=[CH:17][C:16]=2[NH:22][C:23]([NH:25][C:26]2[C:31]([CH3:32])=[CH:30][C:29]([CH2:33][CH2:34][CH2:35][CH2:36][CH3:37])=[CH:28][C:27]=2[CH3:38])=[O:24])=[O:14])[C:8]([O:10][CH3:11])=[O:9])[CH2:6][CH2:5][CH2:4][CH2:3][CH2:2]1. (2) Given the reactants C(O[BH-](OC(=O)C)OC(=O)C)(=O)C.[Na+].[CH:15]1([CH2:18][N:19]2[C:27]3[CH:26]=[CH:25][C:24]([C:28]([N:30]4[CH2:35][CH2:34][CH:33]([CH3:36])[CH2:32][CH2:31]4)=[O:29])=[CH:23][C:22]=3[C:21]3[CH2:37][NH:38][CH2:39][CH2:40][C:20]2=3)[CH2:17][CH2:16]1.[C:41]1(=O)[CH2:45][CH2:44][CH2:43][CH2:42]1, predict the reaction product. The product is: [CH:41]1([N:38]2[CH2:39][CH2:40][C:20]3[N:19]([CH2:18][CH:15]4[CH2:17][CH2:16]4)[C:27]4[CH:26]=[CH:25][C:24]([C:28]([N:30]5[CH2:35][CH2:34][CH:33]([CH3:36])[CH2:32][CH2:31]5)=[O:29])=[CH:23][C:22]=4[C:21]=3[CH2:37]2)[CH2:45][CH2:44][CH2:43][CH2:42]1.